From a dataset of Forward reaction prediction with 1.9M reactions from USPTO patents (1976-2016). Predict the product of the given reaction. (1) The product is: [Cl:40][C:7]1[CH:8]=[C:9]2[C:4](=[CH:5][CH:6]=1)[O:3][C:2]1([CH2:11][CH2:10][CH2:13]1)[CH2:57][CH:56]2[NH:53][C:54](=[O:50])[CH:24]([C:20]1[C:18]2[CH:19]=[C:15]([CH3:14])[O:16][C:17]=2[CH:23]=[CH:22][CH:21]=1)[CH3:25]. Given the reactants C[C:2]1([CH3:13])[CH2:11][CH:10](N)[C:9]2[C:4](=[CH:5][CH:6]=[CH:7][CH:8]=2)[O:3]1.[CH3:14][C:15]1[O:16][C:17]2[CH:23]=[CH:22][CH:21]=[C:20]([CH2:24][CH2:25]C(O)=O)[C:18]=2[CH:19]=1.CCN=C=NCCCN(C)C.[ClH:40].C1C=CC2N([OH:50])N=NC=2C=1.C([N:53]([CH2:56][CH3:57])[CH2:54]C)C, predict the reaction product. (2) The product is: [N:31]1([CH2:2][CH2:3][CH2:4][CH2:5][CH2:6][CH2:7][O:8][C:9]2[C:10]([O:29][CH3:30])=[CH:11][CH:12]=[C:13]3[C:18]=2[NH:17][C:16](=[O:19])[CH:15]=[C:14]3[NH:20][C:21]2[C:22]([Cl:28])=[CH:23][N:24]=[CH:25][C:26]=2[Cl:27])[CH2:37][CH2:36][CH2:35][NH:34][CH2:33][CH2:32]1. Given the reactants Cl[CH2:2][CH2:3][CH2:4][CH2:5][CH2:6][CH2:7][O:8][C:9]1[C:10]([O:29][CH3:30])=[CH:11][CH:12]=[C:13]2[C:18]=1[NH:17][C:16](=[O:19])[CH:15]=[C:14]2[NH:20][C:21]1[C:26]([Cl:27])=[CH:25][N:24]=[CH:23][C:22]=1[Cl:28].[NH:31]1[CH2:37][CH2:36][CH2:35][NH:34][CH2:33][CH2:32]1, predict the reaction product. (3) Given the reactants [CH:1]1([C:4](=[O:29])[CH2:5][O:6][C:7]2[CH:12]=[CH:11][C:10]([N:13]3[CH:18]=[CH:17][C:16]([O:19][CH2:20][C:21]4[CH:26]=[CH:25][C:24]([F:27])=[CH:23][CH:22]=4)=[CH:15][C:14]3=[O:28])=[CH:9][CH:8]=2)[CH2:3][CH2:2]1.[BH4-].[Na+], predict the reaction product. The product is: [CH:1]1([CH:4]([OH:29])[CH2:5][O:6][C:7]2[CH:8]=[CH:9][C:10]([N:13]3[CH:18]=[CH:17][C:16]([O:19][CH2:20][C:21]4[CH:22]=[CH:23][C:24]([F:27])=[CH:25][CH:26]=4)=[CH:15][C:14]3=[O:28])=[CH:11][CH:12]=2)[CH2:3][CH2:2]1. (4) Given the reactants [CH3:1][C:2]1[N:7]=[CH:6][C:5]([CH2:8][OH:9])=[C:4]([CH:10]=O)[C:3]=1[OH:12].C[C:14]1[CH2:18][C:17](=[O:19])[N:16]([C:20]2[CH:25]=[CH:24][CH:23]=[CH:22][CH:21]=2)[N:15]=1, predict the reaction product. The product is: [OH:12][C:3]1[C:2]([CH3:1])=[N:7][CH:6]=[C:5]([CH2:8][OH:9])[C:4]=1[CH:10]=[C:18]1[C:17](=[O:19])[N:16]([C:20]2[CH:21]=[CH:22][CH:23]=[CH:24][CH:25]=2)[N:15]=[CH:14]1. (5) Given the reactants [NH2:1][CH:2]([C:5]1[CH:10]=[CH:9][C:8]([F:11])=[CH:7][CH:6]=1)[CH2:3][OH:4].[C:12](O[C:12]([O:14][C:15]([CH3:18])([CH3:17])[CH3:16])=[O:13])([O:14][C:15]([CH3:18])([CH3:17])[CH3:16])=[O:13], predict the reaction product. The product is: [C:15]([O:14][C:12](=[O:13])[NH:1][CH:2]([C:5]1[CH:10]=[CH:9][C:8]([F:11])=[CH:7][CH:6]=1)[CH2:3][OH:4])([CH3:18])([CH3:17])[CH3:16]. (6) The product is: [CH3:27][N:28]([CH3:38])[C:29]1[CH:34]=[CH:33][C:32]([C:2]2[N:11]=[C:10]([NH:12][CH2:13][CH:14]([C:21]3[CH:26]=[CH:25][CH:24]=[CH:23][CH:22]=3)[C:15]3[CH:16]=[N:17][CH:18]=[CH:19][CH:20]=3)[C:9]3[C:4](=[CH:5][CH:6]=[CH:7][CH:8]=3)[N:3]=2)=[CH:31][CH:30]=1. Given the reactants Cl[C:2]1[N:11]=[C:10]([NH:12][CH2:13][CH:14]([C:21]2[CH:26]=[CH:25][CH:24]=[CH:23][CH:22]=2)[C:15]2[CH:16]=[N:17][CH:18]=[CH:19][CH:20]=2)[C:9]2[C:4](=[CH:5][CH:6]=[CH:7][CH:8]=2)[N:3]=1.[CH3:27][N:28]([CH3:38])[C:29]1[CH:34]=[CH:33][C:32](B(O)O)=[CH:31][CH:30]=1.CN(C)C1C=CC(C2N=C(NCC(C3C=CC=CC=3)C3NC=CC=3)C3C(=CC=CC=3)N=2)=CC=1, predict the reaction product. (7) Given the reactants [CH3:1][CH:2]([CH3:27])[CH2:3][C@H:4]([NH:15][C:16]([C:18]1[S:19][C:20]2[CH:26]=[CH:25][CH:24]=[CH:23][C:21]=2[CH:22]=1)=[O:17])[C:5]([NH:7][CH2:8][CH:9]1[CH2:14][CH2:13][CH2:12][NH:11][CH2:10]1)=[O:6].[C:28]([C:30]1[CH:35]=[CH:34][CH:33]=[CH:32][C:31]=1[S:36](Cl)(=[O:38])=[O:37])#[N:29], predict the reaction product. The product is: [C:28]([C:30]1[CH:35]=[CH:34][CH:33]=[CH:32][C:31]=1[S:36]([N:11]1[CH2:12][CH2:13][CH2:14][C@@H:9]([CH2:8][NH:7][C:5]([C@@H:4]([NH:15][C:16]([C:18]2[S:19][C:20]3[CH:26]=[CH:25][CH:24]=[CH:23][C:21]=3[CH:22]=2)=[O:17])[CH2:3][CH:2]([CH3:27])[CH3:1])=[O:6])[CH2:10]1)(=[O:38])=[O:37])#[N:29].